This data is from Peptide-MHC class II binding affinity with 134,281 pairs from IEDB. The task is: Regression. Given a peptide amino acid sequence and an MHC pseudo amino acid sequence, predict their binding affinity value. This is MHC class II binding data. (1) The peptide sequence is LKGIQSLRKLSSVCL. The MHC is DRB1_1101 with pseudo-sequence DRB1_1101. The binding affinity (normalized) is 0.905. (2) The peptide sequence is RNEWILESDHLIAEM. The MHC is DRB5_0101 with pseudo-sequence DRB5_0101. The binding affinity (normalized) is 0.456. (3) The peptide sequence is AVGGVLLFLSVNVHA. The MHC is DRB1_0301 with pseudo-sequence DRB1_0301. The binding affinity (normalized) is 0. (4) The peptide sequence is PCREQDELIGRGRVS. The MHC is HLA-DQA10501-DQB10303 with pseudo-sequence HLA-DQA10501-DQB10303. The binding affinity (normalized) is 0.342. (5) The peptide sequence is AFIMDGDNLFPKV. The MHC is DRB1_0401 with pseudo-sequence DRB1_0401. The binding affinity (normalized) is 0.617. (6) The binding affinity (normalized) is 0.422. The peptide sequence is GWPYIGSRSQILGRS. The MHC is DRB1_0301 with pseudo-sequence DRB1_0301.